Dataset: Catalyst prediction with 721,799 reactions and 888 catalyst types from USPTO. Task: Predict which catalyst facilitates the given reaction. (1) Reactant: [F:1][CH:2]([F:32])[C:3]1[N:7]([C:8]2[N:13]=[C:12]([N:14]3[CH2:19][CH2:18][O:17][CH2:16][CH2:15]3)[N:11]=[C:10]([N:20]3[CH2:25][CH2:24][NH:23][CH2:22][CH2:21]3)[N:9]=2)[C:6]2[CH:26]=[CH:27][CH:28]=[C:29]([O:30][CH3:31])[C:5]=2[N:4]=1.[Cl:33][CH:34]([Cl:38])[C:35](Cl)=[O:36]. Product: [Cl:33][CH:34]([Cl:38])[C:35]([N:23]1[CH2:24][CH2:25][N:20]([C:10]2[N:11]=[C:12]([N:14]3[CH2:15][CH2:16][O:17][CH2:18][CH2:19]3)[N:13]=[C:8]([N:7]3[C:6]4[CH:26]=[CH:27][CH:28]=[C:29]([O:30][CH3:31])[C:5]=4[N:4]=[C:3]3[CH:2]([F:1])[F:32])[N:9]=2)[CH2:21][CH2:22]1)=[O:36]. The catalyst class is: 2. (2) Reactant: C(O)(C(F)(F)F)=O.C(OC([N:15]1[CH2:18][CH:17]([C:19]([C:27]2[CH:28]=[C:29]3[C:34](=[CH:35][CH:36]=2)[N:33]=[C:32]([O:37][CH3:38])[C:31]([CH2:39][N:40]2[CH2:45][CH2:44][CH:43]([C:46]([F:49])([F:48])[F:47])[CH2:42][CH2:41]2)=[C:30]3[Cl:50])([OH:26])[C:20]2[N:24]([CH3:25])[N:23]=[N:22][CH:21]=2)[CH2:16]1)=O)(C)(C)C.[CH3:51][S:52](Cl)(=[O:54])=[O:53]. Product: [Cl:50][C:30]1[C:29]2[C:34](=[CH:35][CH:36]=[C:27]([C:19]([C:20]3[N:24]([CH3:25])[N:23]=[N:22][CH:21]=3)([CH:17]3[CH2:16][N:15]([S:52]([CH3:51])(=[O:54])=[O:53])[CH2:18]3)[OH:26])[CH:28]=2)[N:33]=[C:32]([O:37][CH3:38])[C:31]=1[CH2:39][N:40]1[CH2:41][CH2:42][CH:43]([C:46]([F:48])([F:47])[F:49])[CH2:44][CH2:45]1. The catalyst class is: 2. (3) Reactant: [Br:1][C:2]1[N:7]=[C:6]([C@:8]([NH:16][S@@:17]([C:19]([CH3:22])([CH3:21])[CH3:20])=[O:18])([CH3:15])[CH2:9][C:10](OCC)=[O:11])[C:5]([F:23])=[CH:4][CH:3]=1.[H-].C([Al+]CC(C)C)C(C)C.[NH4+].[Cl-]. Product: [Br:1][C:2]1[N:7]=[C:6]([C@@:8]([NH:16][S@@:17]([C:19]([CH3:22])([CH3:21])[CH3:20])=[O:18])([CH2:9][CH:10]=[O:11])[CH3:15])[C:5]([F:23])=[CH:4][CH:3]=1. The catalyst class is: 4. (4) Reactant: C(N(CC)CC)C.[F:8][C:9]1[CH:17]=[C:16]2[C:12]([C:13]([CH:25]=[O:26])=[CH:14][N:15]2C(OC(C)(C)C)=O)=[CH:11][CH:10]=1.[CH:27](=[N:34][C:35]1[CH:36]=[N:37][CH:38]=[C:39]([O:41][CH3:42])[CH:40]=1)[C:28]1[CH:33]=[CH:32][CH:31]=[CH:30][CH:29]=1. Product: [F:8][C:9]1[CH:17]=[C:16]2[C:12]([C:13]([C:25](=[O:26])[CH:27]([NH:34][C:35]3[CH:36]=[N:37][CH:38]=[C:39]([O:41][CH3:42])[CH:40]=3)[C:28]3[CH:29]=[CH:30][CH:31]=[CH:32][CH:33]=3)=[CH:14][NH:15]2)=[CH:11][CH:10]=1. The catalyst class is: 433. (5) Reactant: [Cl:1][C:2]1[CH:3]=[CH:4][C:5]([O:8][CH:9]([CH:11]2[CH:15]([C:16]3[CH:21]=[CH:20][C:19]([Cl:22])=[C:18]([Cl:23])[CH:17]=3)[CH2:14][NH:13][CH2:12]2)[CH3:10])=[N:6][CH:7]=1.CCN(CC)CC.[Br:31][CH2:32][C:33](Cl)=[O:34]. Product: [Br:31][CH2:32][C:33]([N:13]1[CH2:14][CH:15]([C:16]2[CH:21]=[CH:20][C:19]([Cl:22])=[C:18]([Cl:23])[CH:17]=2)[CH:11]([CH:9]([O:8][C:5]2[CH:4]=[CH:3][C:2]([Cl:1])=[CH:7][N:6]=2)[CH3:10])[CH2:12]1)=[O:34]. The catalyst class is: 2. (6) Reactant: Br[C:2]1[C:3]([CH3:14])=[C:4]([CH3:13])[C:5]([OH:12])=[C:6]([CH:11]=1)[C:7]([O:9][CH3:10])=[O:8].[B:15]1([B:15]2[O:19][C:18]([CH3:21])([CH3:20])[C:17]([CH3:23])([CH3:22])[O:16]2)[O:19][C:18]([CH3:21])([CH3:20])[C:17]([CH3:23])([CH3:22])[O:16]1.C([O-])(=O)C.[K+].O. Product: [OH:12][C:5]1[C:4]([CH3:13])=[C:3]([CH3:14])[C:2]([B:15]2[O:19][C:18]([CH3:21])([CH3:20])[C:17]([CH3:23])([CH3:22])[O:16]2)=[CH:11][C:6]=1[C:7]([O:9][CH3:10])=[O:8]. The catalyst class is: 747. (7) Reactant: [Br-].[O:2]=[C:3]([C:24]1[CH:29]=[CH:28][C:27]([O:30][C:31]([F:34])([F:33])[F:32])=[CH:26][CH:25]=1)[CH2:4][P+](C1C=CC=CC=1)(C1C=CC=CC=1)C1C=CC=CC=1.CC(C)([O-])C.[K+].[O:41]1[CH2:44][C:43](=O)[CH2:42]1. Product: [O:41]1[CH2:44][C:43](=[CH:4][C:3]([C:24]2[CH:25]=[CH:26][C:27]([O:30][C:31]([F:32])([F:33])[F:34])=[CH:28][CH:29]=2)=[O:2])[CH2:42]1. The catalyst class is: 7. (8) Reactant: [CH2:1]([N:3]1[C:7]([CH:8]=[CH:9][C:10]2[N:20]=[C:13]3[C:14]([CH3:19])=[N:15][CH:16]=[C:17]([CH3:18])[N:12]3[N:11]=2)=[N:6][C:5]([N:21]2[CH2:25][CH2:24][CH2:23][CH2:22]2)=[N:4]1)[CH3:2]. Product: [CH2:1]([N:3]1[C:7]([CH2:8][CH2:9][C:10]2[N:20]=[C:13]3[C:14]([CH3:19])=[N:15][CH:16]=[C:17]([CH3:18])[N:12]3[N:11]=2)=[N:6][C:5]([N:21]2[CH2:25][CH2:24][CH2:23][CH2:22]2)=[N:4]1)[CH3:2]. The catalyst class is: 43. (9) Reactant: [CH3:1][N:2]1[C:7]2=[CH:8][S:9][C:10](C)=[C:6]2[C:5](=[O:12])[N:4]([CH3:13])[C:3]1=[O:14].[Cl:15][C:16]1[CH:17]=[C:18]([C:23]2[N:24]=[C:25]([NH2:28])[S:26][CH:27]=2)[CH:19]=[CH:20][C:21]=1[Cl:22].CCN=C=NC[CH2:35][CH2:36]N(C)C.Cl.C1C=CC2N([OH:50])N=NC=2C=1. Product: [Cl:15][C:16]1[CH:17]=[C:18]([C:23]2[N:24]=[C:25]([NH:28][C:35](=[O:50])[CH2:36][C:7]3[C:6]4[C:5](=[O:12])[N:4]([CH3:13])[C:3](=[O:14])[N:2]([CH3:1])[C:10]=4[S:9][CH:8]=3)[S:26][CH:27]=2)[CH:19]=[CH:20][C:21]=1[Cl:22]. The catalyst class is: 864. (10) Reactant: C([O:4][CH2:5][C:6]([NH:8][CH2:9][CH2:10][N:11]1[C:20]2[C:15](=[CH:16][CH:17]=[C:18]([Br:21])[CH:19]=2)[N:14]=[C:13]([C:22]([CH3:25])([CH3:24])[CH3:23])[C:12]1=[O:26])=[O:7])(=O)C.[Li+].[OH-].Cl. Product: [Br:21][C:18]1[CH:19]=[C:20]2[C:15]([N:14]=[C:13]([C:22]([CH3:25])([CH3:24])[CH3:23])[C:12](=[O:26])[N:11]2[CH2:10][CH2:9][NH:8][C:6](=[O:7])[CH2:5][OH:4])=[CH:16][CH:17]=1. The catalyst class is: 83.